Dataset: Full USPTO retrosynthesis dataset with 1.9M reactions from patents (1976-2016). Task: Predict the reactants needed to synthesize the given product. (1) The reactants are: [H-].[H-].[H-].[H-].[Li+].[Al+3].[C:7]1([CH:13]([C:31]2[CH:36]=[CH:35][CH:34]=[CH:33][CH:32]=2)[N:14]2[CH2:17][CH:16]([N:18]3[CH2:23][CH2:22][NH:21][C:20](=O)[CH:19]3[CH2:25][C:26](OCC)=[O:27])[CH2:15]2)[CH:12]=[CH:11][CH:10]=[CH:9][CH:8]=1.[O-]S([O-])(=O)=O.[Na+].[Na+]. Given the product [C:31]1([CH:13]([C:7]2[CH:12]=[CH:11][CH:10]=[CH:9][CH:8]=2)[N:14]2[CH2:15][CH:16]([N:18]3[CH2:23][CH2:22][NH:21][CH2:20][CH:19]3[CH2:25][CH2:26][OH:27])[CH2:17]2)[CH:32]=[CH:33][CH:34]=[CH:35][CH:36]=1, predict the reactants needed to synthesize it. (2) Given the product [CH3:40][O:39][C:37](=[O:38])[CH:36]=[CH:7][C:6]1[CH:9]=[CH:10][C:11]([C:13]([F:16])([F:15])[F:14])=[CH:12][C:5]=1[O:4][CH:1]([CH3:3])[CH3:2], predict the reactants needed to synthesize it. The reactants are: [CH:1]([O:4][C:5]1[CH:12]=[C:11]([C:13]([F:16])([F:15])[F:14])[CH:10]=[CH:9][C:6]=1[CH:7]=O)([CH3:3])[CH3:2].C1(P(=[CH:36][C:37]([O:39][CH3:40])=[O:38])(C2C=CC=CC=2)C2C=CC=CC=2)C=CC=CC=1. (3) Given the product [CH3:17][C:14]1([CH3:16])[O:13][C:12]2[CH:18]=[CH:19][C:9]([CH2:8][C@H:7]3[C@@H:20]([CH2:30][OH:29])[O:22][C:23]([CH3:25])([CH3:26])[N:55]3[C:48]([O:49][C:38]([CH3:37])([CH3:34])[CH3:39])=[O:51])=[CH:10][C:11]=2[O:15]1, predict the reactants needed to synthesize it. The reactants are: C(OC[C@@H](O)[C@@H:7]([C:20]([O:22][C:23]([CH3:26])([CH3:25])C)=O)[CH2:8][C:9]1[CH:19]=[CH:18][C:12]2[O:13][C:14]([CH3:17])([CH3:16])[O:15][C:11]=2[CH:10]=1)(=O)C.C[O:29][C:30](C)=C.C[C:34]1(C)[C@@H:38]2[CH2:39][CH2:37][C@@:38]1([CH2:39]S(O)(=O)=O)[C:34](=O)[CH2:37]2.[C:48](=[O:51])([O-])[O-:49].[K+].[K+].C[N:55](C=O)C. (4) The reactants are: [F:1][C:2]1[CH:33]=[CH:32][C:31]([C:34]([NH:36][C:37]2[CH:42]=[C:41]([CH3:43])[CH:40]=[CH:39][C:38]=2[F:44])=[O:35])=[CH:30][C:3]=1[O:4][C:5]1[CH:10]=[CH:9][N:8]=[C:7]([C:11]2[NH:15][CH:14]=[C:13]([C:16]([NH:18][CH:19]([CH2:24][CH2:25][C:26]([O:28]C)=[O:27])[C:20]([O:22]C)=[O:21])=[O:17])[CH:12]=2)[CH:6]=1.[OH-].[Na+].O.Cl. Given the product [F:1][C:2]1[CH:33]=[CH:32][C:31]([C:34]([NH:36][C:37]2[CH:42]=[C:41]([CH3:43])[CH:40]=[CH:39][C:38]=2[F:44])=[O:35])=[CH:30][C:3]=1[O:4][C:5]1[CH:10]=[CH:9][N:8]=[C:7]([C:11]2[NH:15][CH:14]=[C:13]([C:16]([NH:18][CH:19]([CH2:24][CH2:25][C:26]([OH:28])=[O:27])[C:20]([OH:22])=[O:21])=[O:17])[CH:12]=2)[CH:6]=1, predict the reactants needed to synthesize it. (5) Given the product [CH3:1][C:2]1[C:6]([C:7]([O:9][CH2:10][CH3:11])=[O:8])=[CH:5][N:4]([C:13]2[CH:18]=[CH:17][C:16]([C:19]([F:22])([F:21])[F:20])=[CH:15][N:14]=2)[N:3]=1, predict the reactants needed to synthesize it. The reactants are: [CH3:1][C:2]1[C:6]([C:7]([O:9][CH2:10][CH3:11])=[O:8])=[CH:5][NH:4][N:3]=1.Cl[C:13]1[CH:18]=[CH:17][C:16]([C:19]([F:22])([F:21])[F:20])=[CH:15][N:14]=1.C(=O)([O-])[O-].[K+].[K+].Cl.